From a dataset of Full USPTO retrosynthesis dataset with 1.9M reactions from patents (1976-2016). Predict the reactants needed to synthesize the given product. (1) Given the product [Cl:1][C:2]1[CH:3]=[C:4]([NH:9][C:10]2[C:15]3=[C:16]([CH2:19][C@H:21]4[CH2:26][CH2:25][C@H:24]([OH:27])[CH2:23][CH2:22]4)[CH:17]=[CH:18][N:14]3[N:13]=[CH:12][N:11]=2)[CH:5]=[CH:6][C:7]=1[F:8], predict the reactants needed to synthesize it. The reactants are: [Cl:1][C:2]1[CH:3]=[C:4]([NH:9][C:10]2[C:15]3=[C:16]([CH:19]([CH:21]4[CH2:26][CH2:25][CH:24]([O:27]C(C)([Si](C)(C)C)C)[CH2:23][CH2:22]4)O)[CH:17]=[CH:18][N:14]3[N:13]=[CH:12][N:11]=2)[CH:5]=[CH:6][C:7]=1[F:8]. (2) Given the product [CH:6]1([CH2:5][C@H:4]([N:12]2[CH2:16][C:15]([O:17][C:18]3[CH:23]=[CH:22][CH:21]=[CH:20][C:19]=3[O:24][CH:25]([CH3:26])[CH3:27])=[CH:14][C:13]2=[O:28])[C:3]([OH:29])=[O:2])[CH2:11][CH2:10][CH2:9][CH2:8][CH2:7]1, predict the reactants needed to synthesize it. The reactants are: C[O:2][C:3](=[O:29])[C@@H:4]([N:12]1[CH2:16][C:15]([O:17][C:18]2[CH:23]=[CH:22][CH:21]=[CH:20][C:19]=2[O:24][CH:25]([CH3:27])[CH3:26])=[CH:14][C:13]1=[O:28])[CH2:5][CH:6]1[CH2:11][CH2:10][CH2:9][CH2:8][CH2:7]1.[OH-].[Li+]. (3) Given the product [Cl:5][C:22]1[C:23]([C:24]2[CH:29]=[CH:28][CH:27]=[CH:26][CH:25]=2)=[N:1][N:6]=[C:7]2[N:11]([CH2:12][CH2:13][OH:30])[N:10]=[C:9]([C:15]3[CH:20]=[CH:19][CH:18]=[C:17]([F:21])[CH:16]=3)[C:8]=12, predict the reactants needed to synthesize it. The reactants are: [N:1]([O-])=O.[Na+].[ClH:5].[NH2:6][C:7]1[N:11]([CH2:12][CH2:13]O)[N:10]=[C:9]([C:15]2[CH:20]=[CH:19][CH:18]=[C:17]([F:21])[CH:16]=2)[C:8]=1[C:22]#[C:23][C:24]1[CH:29]=[CH:28][CH:27]=[CH:26][CH:25]=1.[OH2:30]. (4) Given the product [O:23]1[CH2:24][CH2:25][O:26][CH:22]1[C:20]([OH:21])([C:36]1[C:35]([CH3:34])=[N:40][CH:39]=[CH:38][CH:37]=1)[C:19]1[C:6]2[N:5]=[C:4]([CH:1]3[CH2:3][CH2:2]3)[N:8]([C:9]([O:11][C:12]([CH3:13])([CH3:14])[CH3:15])=[O:10])[C:7]=2[CH:16]=[C:17]([C:27]2[C:28]([CH3:33])=[N:29][O:30][C:31]=2[CH3:32])[CH:18]=1, predict the reactants needed to synthesize it. The reactants are: [CH:1]1([C:4]2[N:8]([C:9]([O:11][C:12]([CH3:15])([CH3:14])[CH3:13])=[O:10])[C:7]3[CH:16]=[C:17]([C:27]4[C:28]([CH3:33])=[N:29][O:30][C:31]=4[CH3:32])[CH:18]=[C:19]([C:20]([CH:22]4[O:26][CH2:25][CH2:24][O:23]4)=[O:21])[C:6]=3[N:5]=2)[CH2:3][CH2:2]1.[CH3:34][C:35]1[N:40]=[C:39]([Mg]Br)[CH:38]=[CH:37][CH:36]=1. (5) Given the product [CH2:54]([C@H:51]([NH:50][C:26](=[O:28])[C:25]1[CH:24]=[CH:23][C:22]([C:19]2[CH:18]=[CH:17][N:16]=[CH:21][CH:20]=2)=[CH:30][CH:29]=1)[CH2:52][OH:53])[C:55]1[CH:60]=[CH:59][CH:58]=[CH:57][CH:56]=1, predict the reactants needed to synthesize it. The reactants are: C1CCC(N=C=NC2CCCCC2)CC1.[N:16]1[CH:21]=[CH:20][C:19]([C:22]2[CH:30]=[CH:29][C:25]([C:26]([OH:28])=O)=[CH:24][CH:23]=2)=[CH:18][CH:17]=1.C1C=CC2N(O)N=NC=2C=1.CCN(C(C)C)C(C)C.[NH2:50][C@@H:51]([CH2:54][C:55]1[CH:60]=[CH:59][CH:58]=[CH:57][CH:56]=1)[CH2:52][OH:53].